This data is from Full USPTO retrosynthesis dataset with 1.9M reactions from patents (1976-2016). The task is: Predict the reactants needed to synthesize the given product. (1) Given the product [CH3:14][N:15]([CH3:18])[CH:16]=[N:7][C:5]1[S:6][C:2]([CH3:1])=[CH:3][N:4]=1, predict the reactants needed to synthesize it. The reactants are: [CH3:1][C:2]1[S:6][C:5]([NH2:7])=[N:4][CH:3]=1.CC(C)C(O)=O.[CH3:14][N:15]([CH3:18])[CH:16]=O. (2) Given the product [C:1]([C:3]1([C:6]2[CH:7]=[C:8]([CH:36]=[CH:37][CH:38]=2)[C:9]([NH:11][C:12]2[CH:13]=[C:14]([CH:33]=[CH:34][CH:35]=2)[O:15][C:16]2[CH:17]=[CH:18][C:19]3[N:20]([CH:22]=[C:23]([NH:25][C:26]([CH:28]4[CH2:32][CH2:31][N:30]([CH3:41])[CH2:29]4)=[O:27])[N:24]=3)[N:21]=2)=[O:10])[CH2:4][CH2:5]1)#[N:2], predict the reactants needed to synthesize it. The reactants are: [C:1]([C:3]1([C:6]2[CH:7]=[C:8]([CH:36]=[CH:37][CH:38]=2)[C:9]([NH:11][C:12]2[CH:13]=[C:14]([CH:33]=[CH:34][CH:35]=2)[O:15][C:16]2[CH:17]=[CH:18][C:19]3[N:20]([CH:22]=[C:23]([NH:25][C:26]([CH:28]4[CH2:32][CH2:31][NH:30][CH2:29]4)=[O:27])[N:24]=3)[N:21]=2)=[O:10])[CH2:5][CH2:4]1)#[N:2].C=O.[C:41]([BH-](C#N)C#N)#N.[Na+].C(O)(=O)C. (3) Given the product [OH-:3].[Na+:22].[Na+:22].[C:13]([CH:6]([CH2:7][C@H:8]([CH3:12])[CH2:9][CH2:10][CH3:11])[CH2:5][C:4]([O-:15])=[O:3])#[N:14], predict the reactants needed to synthesize it. The reactants are: C([O:3][C:4](=[O:15])[CH2:5][CH:6]([C:13]#[N:14])[CH2:7][C@H:8]([CH3:12])[CH2:9][CH2:10][CH3:11])C.C1COCC1.[OH-].[Na+:22]. (4) Given the product [CH2:19]([N:4]1[C@@H:5]([C:7]([O:9][CH2:10][C:11]2[CH:16]=[CH:15][CH:14]=[CH:13][CH:12]=2)=[O:8])[CH2:6][N:2]([CH3:1])[C:3]1=[O:17])[C:20]1[CH:25]=[CH:24][CH:23]=[CH:22][CH:21]=1, predict the reactants needed to synthesize it. The reactants are: [CH3:1][N:2]1[CH2:6][C@H:5]([C:7]([O:9][CH2:10][C:11]2[CH:16]=[CH:15][CH:14]=[CH:13][CH:12]=2)=[O:8])[NH:4][C:3]1=[O:17].Br[CH2:19][C:20]1[CH:25]=[CH:24][CH:23]=[CH:22][CH:21]=1. (5) Given the product [Cl:23][C:24]1[CH:25]=[C:26]2[C:30](=[CH:31][CH:32]=1)[NH:29][C:28](=[O:33])[C:27]2=[CH:35][N:4]1[C:5]2[CH2:11][CH2:10][CH2:9][N:8]([CH2:12][CH2:13][N:14]3[CH2:15][CH2:16][O:17][CH2:18][CH2:19]3)[C:7](=[O:20])[C:6]=2[C:2]([CH3:1])=[CH:3]1, predict the reactants needed to synthesize it. The reactants are: [CH3:1][C:2]1[C:6]2[C:7](=[O:20])[N:8]([CH2:12][CH2:13][N:14]3[CH2:19][CH2:18][O:17][CH2:16][CH2:15]3)[CH2:9][CH2:10][CH2:11][C:5]=2[NH:4][C:3]=1C=O.[Cl:23][C:24]1[CH:25]=[C:26]2[C:30](=[CH:31][CH:32]=1)[NH:29][C:28](=[O:33])[CH2:27]2.N1CCCC[CH2:35]1.